This data is from Forward reaction prediction with 1.9M reactions from USPTO patents (1976-2016). The task is: Predict the product of the given reaction. (1) Given the reactants N1C=CC=CC=1C(O)=O.P([O-])([O-])([O-])=O.[K+].[K+].[K+].Br[C:19]1[CH:24]=[CH:23][CH:22]=[C:21]([C:25]([F:28])([F:27])[CH3:26])[CH:20]=1.[O:29]=[S:30]1(=[O:49])[CH2:35][CH2:34][N:33]2[CH:36]3[CH2:41][CH2:40][C:39]([C:42]4[CH:47]=[CH:46][C:45]([OH:48])=[CH:44][CH:43]=4)([C:32]2=[N:31]1)[CH2:38][CH2:37]3, predict the reaction product. The product is: [F:27][C:25]([C:21]1[CH:20]=[C:19]([CH:24]=[CH:23][CH:22]=1)[O:48][C:45]1[CH:46]=[CH:47][C:42]([C:39]23[CH2:40][CH2:41][CH:36]([N:33]4[CH2:34][CH2:35][S:30](=[O:49])(=[O:29])[N:31]=[C:32]42)[CH2:37][CH2:38]3)=[CH:43][CH:44]=1)([F:28])[CH3:26]. (2) Given the reactants [CH3:1][O:2][CH2:3][CH2:4][OH:5].[H-].[Na+].[C:8]([N:11]1[CH:16]([CH3:17])[CH2:15][N:14]([C:18]2[CH:23]=[CH:22][C:21]([C:24]3[NH:33][C:32](=[O:34])[C:31]4[C:26](=[CH:27][C:28](F)=[CH:29][C:30]=4[O:35][CH3:36])[N:25]=3)=[CH:20][CH:19]=2)[CH2:13][CH:12]1[CH3:38])(=[O:10])[CH3:9].O, predict the reaction product. The product is: [C:8]([N:11]1[C@@H:16]([CH3:17])[CH2:15][N:14]([C:18]2[CH:23]=[CH:22][C:21]([C:24]3[NH:33][C:32](=[O:34])[C:31]4[C:26](=[CH:27][C:28]([O:5][CH2:4][CH2:3][O:2][CH3:1])=[CH:29][C:30]=4[O:35][CH3:36])[N:25]=3)=[CH:20][CH:19]=2)[CH2:13][C@H:12]1[CH3:38])(=[O:10])[CH3:9]. (3) Given the reactants [O:1]1[CH2:4][C:3](=O)[CH2:2]1.Cl.[NH:7]1[CH2:10][CH:9]([OH:11])[CH2:8]1.C(O[BH-](OC(=O)C)OC(=O)C)(=O)C.[Na+], predict the reaction product. The product is: [O:1]1[CH2:2][CH:3]([N:7]2[CH2:10][CH:9]([OH:11])[CH2:8]2)[CH2:4]1. (4) Given the reactants [NH2:1][C:2]1[CH:7]=[CH:6][CH:5]=[CH:4][CH:3]=1.C[S:9](Cl)(=[O:11])=[O:10].[N:13]1C=CC=CC=1, predict the reaction product. The product is: [CH:7]1[C:2]([NH2:1])=[CH:3][CH:4]=[C:5]([S:9]([NH2:13])(=[O:11])=[O:10])[CH:6]=1. (5) Given the reactants Br[C:2]1[CH:22]=[CH:21][C:5]2[N:6]([CH2:14][CH2:15][O:16][C:17]([F:20])([F:19])[F:18])[C:7]([CH2:9][C:10]([CH3:13])([CH3:12])[CH3:11])=[N:8][C:4]=2[CH:3]=1.[SH:23][CH:24]1[CH2:27][N:26]([C:28]([O:30][C:31]([CH3:34])([CH3:33])[CH3:32])=[O:29])[CH2:25]1.C(N(CC)C(C)C)(C)C, predict the reaction product. The product is: [CH2:9]([C:7]1[N:6]([CH2:14][CH2:15][O:16][C:17]([F:20])([F:19])[F:18])[C:5]2[CH:21]=[CH:22][C:2]([S:23][CH:24]3[CH2:25][N:26]([C:28]([O:30][C:31]([CH3:34])([CH3:33])[CH3:32])=[O:29])[CH2:27]3)=[CH:3][C:4]=2[N:8]=1)[C:10]([CH3:13])([CH3:12])[CH3:11].